Dataset: Full USPTO retrosynthesis dataset with 1.9M reactions from patents (1976-2016). Task: Predict the reactants needed to synthesize the given product. Given the product [CH2:1]([O:5][P:6]([C:13]1[CH:17]=[CH:16][S:15][C:14]=1[C:24]1[S:25][CH:26]=[CH:27][C:28]=1[P:29]([O:36][CH2:37][CH2:38][CH2:39][CH3:40])([O:31][CH2:32][CH2:33][CH2:34][CH3:35])=[O:30])([O:8][CH2:9][CH2:10][CH2:11][CH3:12])=[O:7])[CH2:2][CH2:3][CH3:4], predict the reactants needed to synthesize it. The reactants are: [CH2:1]([O:5][P:6]([C:13]1[CH:17]=[CH:16][S:15][C:14]=1I)([O:8][CH2:9][CH2:10][CH2:11][CH3:12])=[O:7])[CH2:2][CH2:3][CH3:4].C([Sn](CCCC)(CCCC)[C:24]1[S:25][CH:26]=[CH:27][C:28]=1[P:29]([O:36][CH2:37][CH2:38][CH2:39][CH3:40])([O:31][CH2:32][CH2:33][CH2:34][CH3:35])=[O:30])CCC.Cl.